This data is from Full USPTO retrosynthesis dataset with 1.9M reactions from patents (1976-2016). The task is: Predict the reactants needed to synthesize the given product. (1) Given the product [CH3:1][C:2]1[C:10]2[C:9](=[O:11])[NH:8][CH:7]=[N:6][C:5]=2[S:4][C:3]=1[C:12]([N:31]1[CH2:32][CH2:33][N:28]([C:22]2[CH:27]=[CH:26][CH:25]=[CH:24][CH:23]=2)[CH2:29][CH2:30]1)=[O:14], predict the reactants needed to synthesize it. The reactants are: [CH3:1][C:2]1[C:10]2[C:9](=[O:11])[NH:8][CH:7]=[N:6][C:5]=2[S:4][C:3]=1[C:12]([OH:14])=O.C(Cl)Cl.C(Cl)CCl.[C:22]1([N:28]2[CH2:33][CH2:32][NH:31][CH2:30][CH2:29]2)[CH:27]=[CH:26][CH:25]=[CH:24][CH:23]=1. (2) Given the product [OH:16][C:14]1[C:9]2=[N:10][CH:11]=[CH:12][CH:13]=[C:8]2[O:7][C:38](=[O:39])[C:37]=1[C:33]1[CH:34]=[CH:35][CH:36]=[C:31]([O:30][C:29]([F:28])([F:41])[F:42])[CH:32]=1, predict the reactants needed to synthesize it. The reactants are: C([O-])([O-])=O.[K+].[K+].[OH:7][C:8]1[C:9]([C:14]([O:16]C2C(F)=C(F)C(F)=C(F)C=2F)=O)=[N:10][CH:11]=[CH:12][CH:13]=1.[F:28][C:29]([F:42])([F:41])[O:30][C:31]1[CH:32]=[C:33]([CH2:37][C:38](Cl)=[O:39])[CH:34]=[CH:35][CH:36]=1. (3) Given the product [NH2:28][C:24]1[CH:23]=[C:22]([NH:21][C:14]2[N:15]=[C:16]([NH:17][CH:18]3[CH2:19][CH2:20]3)[N:11]3[N:10]=[CH:9][C:8]([CH2:7][CH2:6][CH2:5][CH2:4][C:3]([OH:29])=[O:2])=[C:12]3[N:13]=2)[CH:27]=[CH:26][CH:25]=1, predict the reactants needed to synthesize it. The reactants are: C[O:2][C:3](=[O:29])[CH2:4][CH2:5][CH2:6][CH2:7][C:8]1[CH:9]=[N:10][N:11]2[C:16]([NH:17][CH:18]3[CH2:20][CH2:19]3)=[N:15][C:14]([NH:21][C:22]3[CH:27]=[CH:26][CH:25]=[C:24]([NH2:28])[CH:23]=3)=[N:13][C:12]=12.[OH-].[Na+]. (4) Given the product [NH2:8][CH2:9][C:10]1[CH:11]=[C:12]([C:16]2[N:21]=[C:20]([C:22]([NH:24][C:25]3[CH:30]=[CH:29][CH:28]=[CH:27][C:26]=3[CH2:31][C:32]([OH:34])=[O:33])=[O:23])[CH:19]=[C:18]([NH:43][CH:40]3[CH2:42][CH2:41]3)[CH:17]=2)[CH:13]=[CH:14][CH:15]=1, predict the reactants needed to synthesize it. The reactants are: C(OC([NH:8][CH2:9][C:10]1[CH:11]=[C:12]([C:16]2[N:21]=[C:20]([C:22]([NH:24][C:25]3[CH:30]=[CH:29][CH:28]=[CH:27][C:26]=3[CH2:31][C:32]([O:34]C(C)(C)C)=[O:33])=[O:23])[CH:19]=[C:18](Cl)[CH:17]=2)[CH:13]=[CH:14][CH:15]=1)=O)(C)(C)C.[CH:40]1([NH2:43])[CH2:42][CH2:41]1.